Dataset: Forward reaction prediction with 1.9M reactions from USPTO patents (1976-2016). Task: Predict the product of the given reaction. Given the reactants [CH:1]([CH:4]1[C:9](=[S:10])[N:8]([CH2:11][C:12]([OH:14])=[O:13])[C:7]2[CH:15]=[CH:16][CH:17]=[C:18]([CH:19]([CH3:21])[CH3:20])[C:6]=2[O:5]1)([CH3:3])[CH3:2].[C:22]([O:27][CH3:28])(=[O:26])[C@H:23]([CH3:25])O.O, predict the reaction product. The product is: [CH3:28][O:27][C:22](=[O:26])[C@@H:23]([O:13][C:12](=[O:14])[CH2:11][N:8]1[C:7]2[CH:15]=[CH:16][CH:17]=[C:18]([CH:19]([CH3:21])[CH3:20])[C:6]=2[O:5][C@H:4]([CH:1]([CH3:3])[CH3:2])[C:9]1=[S:10])[CH3:25].